Predict the reaction yield, written as a fraction of the theoretical maximum amount of product (1.0 means a 100% yield; for example, 0.34 means a 34% yield). From a dataset of Reaction yield outcomes from USPTO patents with 853,638 reactions. (1) The reactants are Br[C:2]1[CH:7]=[CH:6][CH:5]=[CH:4][N:3]=1.C([Li])CCC.[O:13]1[CH2:18][CH2:17][C:16](=[O:19])[CH2:15][CH2:14]1. The catalyst is C1COCC1. The product is [OH:19][C:16]1([C:2]2[CH:7]=[CH:6][CH:5]=[CH:4][N:3]=2)[CH2:17][CH2:18][O:13][CH2:14][CH2:15]1. The yield is 0.610. (2) The reactants are [OH:1][O:2][S:3]([O-:5])=[O:4].[K+:6].[OH2:7]. No catalyst specified. The product is [S:3]([O:2][O:1][S:3]([O-:5])(=[O:4])=[O:2])([O-:7])(=[O:5])=[O:4].[K+:6].[K+:6]. The yield is 0.112. (3) The reactants are [Cl:1][C:2]1[CH:7]=[C:6]([Cl:8])[CH:5]=[CH:4][C:3]=1[CH2:9][C:10]([OH:12])=[O:11].[Mg+2:13].[Cl-:14].[Cl-].Cl.C(N(CC)CC)C. The catalyst is CCCCCCC. The product is [Cl:1][C:2]1[CH:7]=[C:6]([Cl:8])[CH:5]=[CH:4][C:3]=1[CH2:9][C:10]([O-:12])=[O:11].[Cl-:14].[Mg+2:13]. The yield is 0.960. (4) The reactants are [CH3:1][C:2]1[O:6][C:5]([C:7]2[CH:12]=[CH:11][CH:10]=[CH:9][CH:8]=2)=[N:4][C:3]=1[CH2:13][O:14][C:15]1[CH:23]=[CH:22][C:18]([CH2:19][O:20][NH2:21])=[CH:17][CH:16]=1.O=[C:25]1[C:33]2[C:28](=[CH:29][CH:30]=[CH:31][CH:32]=2)[CH:27]([C:34]([OH:36])=[O:35])[CH2:26]1.C(O)(=O)C.C([O-])(=O)C.[Na+]. The catalyst is O.C(O)C. The product is [CH3:1][C:2]1[O:6][C:5]([C:7]2[CH:8]=[CH:9][CH:10]=[CH:11][CH:12]=2)=[N:4][C:3]=1[CH2:13][O:14][C:15]1[CH:16]=[CH:17][C:18]([CH2:19][O:20]/[N:21]=[C:25]2\[CH2:26][CH:27]([C:34]([OH:36])=[O:35])[C:28]3[C:33]\2=[CH:32][CH:31]=[CH:30][CH:29]=3)=[CH:22][CH:23]=1. The yield is 0.690. (5) The reactants are C(OC([N:8]1[CH2:13][CH2:12][CH:11]([N:14]([CH2:16][C:17](=[O:49])[NH:18][CH:19]([B:36]2[O:44]C3C(C)(C4CC(C3)C4(C)C)[O:37]2)[CH2:20][C:21]2[CH:26]=[CH:25][CH:24]=[C:23]([C:27]([O:29]C(C)(C)C)=[O:28])[C:22]=2OC)[CH3:15])[CH2:10][CH2:9]1)=O)(C)(C)C.B(Cl)(Cl)Cl. No catalyst specified. The product is [OH:37][B:36]1[CH:19]([NH:18][C:17](=[O:49])[CH2:16][N:14]([CH3:15])[CH:11]2[CH2:12][CH2:13][NH:8][CH2:9][CH2:10]2)[CH2:20][C:21]2[CH:26]=[CH:25][CH:24]=[C:23]([C:27]([OH:29])=[O:28])[C:22]=2[O:44]1. The yield is 0.270. (6) The reactants are [OH:1][C:2]1[CH:7]=[CH:6][CH:5]=[CH:4][C:3]=1[C:8]1[CH:13]=[CH:12][CH:11]=[CH:10][CH:9]=1.C1(C)C=CC(S(O)(=O)=O)=CC=1.[CH3:25][O:26][C:27](OC)(C)C. The catalyst is C(Cl)Cl. The product is [CH3:25][O:26][CH2:27][O:1][C:2]1[CH:7]=[CH:6][CH:5]=[CH:4][C:3]=1[C:8]1[CH:9]=[CH:10][CH:11]=[CH:12][CH:13]=1. The yield is 0.110.